Predict the reaction yield, written as a fraction of the theoretical maximum amount of product (1.0 means a 100% yield; for example, 0.34 means a 34% yield). From a dataset of Reaction yield outcomes from USPTO patents with 853,638 reactions. (1) The reactants are [Cl:1][C:2]1[CH:16]=[CH:15][C:5]2[C:6]3[S:11][C:10]([C:12]#[N:13])=[C:9]([OH:14])[C:7]=3[S:8][C:4]=2[CH:3]=1.C(=O)([O-])[O-].[K+].[K+].Br[CH2:24][C:25]([O:27][CH3:28])=[O:26]. The catalyst is CN(C=O)C.C(OCC)(=O)C. The product is [Cl:1][C:2]1[CH:16]=[CH:15][C:5]2[C:6]3[S:11][C:10]([C:12]#[N:13])=[C:9]([O:14][CH2:24][C:25]([O:27][CH3:28])=[O:26])[C:7]=3[S:8][C:4]=2[CH:3]=1. The yield is 0.900. (2) The reactants are Cl[C:2]([O:4][CH2:5][C:6]1[CH:11]=[CH:10][CH:9]=[CH:8][CH:7]=1)=[O:3].[CH3:12][C:13]1[C:18]([NH2:19])=[C:17]([CH3:20])[CH:16]=[C:15]([N:21]2[CH2:26][CH2:25][O:24][CH2:23][CH2:22]2)[N:14]=1.C(N(CC)C(C)C)(C)C. The catalyst is ClCCCl. The product is [CH2:5]([O:4][C:2](=[O:3])[NH:19][C:18]1[C:13]([CH3:12])=[N:14][C:15]([N:21]2[CH2:26][CH2:25][O:24][CH2:23][CH2:22]2)=[CH:16][C:17]=1[CH3:20])[C:6]1[CH:11]=[CH:10][CH:9]=[CH:8][CH:7]=1. The yield is 0.310. (3) The reactants are C(OC([NH:8][C@H:9]([CH3:40])[C:10]([O:12][C@@H:13]1[CH2:29][C@@H:28]2[C@@:16]([CH3:39])([C@@H:17]3[C@@H:25]([CH2:26][CH2:27]2)[C@:24]2([OH:30])[C@@:20]([CH3:38])([C@@H:21]([C:31]4[CH:32]=[CH:33][C:34](=[O:37])[O:35][CH:36]=4)[CH2:22][CH2:23]2)[CH2:19][CH2:18]3)[CH2:15][CH2:14]1)=[O:11])=O)(C)(C)C.Cl. The catalyst is CCOC(C)=O. The product is [NH2:8][C@H:9]([CH3:40])[C:10]([O:12][C@@H:13]1[CH2:29][C@@H:28]2[C@@:16]([CH3:39])([C@@H:17]3[C@@H:25]([CH2:26][CH2:27]2)[C@:24]2([OH:30])[C@@:20]([CH3:38])([C@@H:21]([C:31]4[CH:32]=[CH:33][C:34](=[O:37])[O:35][CH:36]=4)[CH2:22][CH2:23]2)[CH2:19][CH2:18]3)[CH2:15][CH2:14]1)=[O:11]. The yield is 0.430. (4) The reactants are [O:1]1CCO[CH:2]1[C:6]1[CH:7]=[CH:8][C:9]([C:12]2[S:20][C:19]3[C:14](=[N:15][CH:16]=[CH:17][C:18]=3[O:21][C:22]3[CH:27]=[CH:26][C:25]([NH:28][C:29](=[O:42])[NH:30][CH:31]4[CH2:34][N:33](C(OC(C)(C)C)=O)[CH2:32]4)=[CH:24][C:23]=3[F:43])[CH:13]=2)=[N:10][CH:11]=1.Cl. The catalyst is C1COCC1. The product is [NH:33]1[CH2:32][CH:31]([NH:30][C:29]([NH:28][C:25]2[CH:26]=[CH:27][C:22]([O:21][C:18]3[CH:17]=[CH:16][N:15]=[C:14]4[CH:13]=[C:12]([C:9]5[CH:8]=[CH:7][C:6]([CH:2]=[O:1])=[CH:11][N:10]=5)[S:20][C:19]=34)=[C:23]([F:43])[CH:24]=2)=[O:42])[CH2:34]1. The yield is 0.990.